From a dataset of Full USPTO retrosynthesis dataset with 1.9M reactions from patents (1976-2016). Predict the reactants needed to synthesize the given product. Given the product [F:21][C:22]1[CH:23]=[CH:24][C:25]([N:28]2[CH2:33][CH2:32][N:31]([C:15](=[O:17])[CH2:14][O:13][C:10]3[CH:9]=[CH:8][C:7]([CH2:6][C@H:5]([O:18][CH3:19])[C:4]([OH:3])=[O:20])=[CH:12][CH:11]=3)[CH2:30][CH2:29]2)=[CH:26][CH:27]=1, predict the reactants needed to synthesize it. The reactants are: C([O:3][C:4](=[O:20])[C@@H:5]([O:18][CH3:19])[CH2:6][C:7]1[CH:12]=[CH:11][C:10]([O:13][CH2:14][C:15]([OH:17])=O)=[CH:9][CH:8]=1)C.[F:21][C:22]1[CH:27]=[CH:26][C:25]([N:28]2[CH2:33][CH2:32][NH:31][CH2:30][CH2:29]2)=[CH:24][CH:23]=1.C(O[C@@H](CC1C=CC(O[C@@H](C(=O)NCCC2C=CC(OC3C=CC=CC=3)=CC=2)C)=CC=1)C(O)=O)C.